This data is from HIV replication inhibition screening data with 41,000+ compounds from the AIDS Antiviral Screen. The task is: Binary Classification. Given a drug SMILES string, predict its activity (active/inactive) in a high-throughput screening assay against a specified biological target. (1) The drug is Cc1nc2ccc(F)cc2c2c1CCN2c1ccc(Cl)cc1. The result is 0 (inactive). (2) The drug is S=c1cc(S)c2c(=S)sc3nc4ccccn4c(=S)c3c2s1. The result is 0 (inactive).